From a dataset of Reaction yield outcomes from USPTO patents with 853,638 reactions. Predict the reaction yield, written as a fraction of the theoretical maximum amount of product (1.0 means a 100% yield; for example, 0.34 means a 34% yield). (1) The reactants are [CH3:1][C:2](=O)[CH2:3][C:4](=[O:6])[CH3:5].[Br:8][C:9]1[CH:16]=[CH:15][CH:14]=[CH:13][C:10]=1[CH:11]=O.[CH3:17][O:18][C:19](=[O:24])/[CH:20]=[C:21](\[NH2:23])/[CH3:22].CC(O)=O. The yield is 0.0700. The product is [C:4]([C:3]1[CH:11]([C:10]2[CH:13]=[CH:14][CH:15]=[CH:16][C:9]=2[Br:8])[C:20]([C:19]([O:18][CH3:17])=[O:24])=[C:21]([CH3:22])[NH:23][C:2]=1[CH3:1])(=[O:6])[CH3:5]. The catalyst is CCO.CCOC(C)=O. (2) The reactants are [Br:1][C:2]1[CH:3]=[CH:4][C:5]([S:8](Cl)(=[O:10])=[O:9])=[N:6][CH:7]=1.[NH4+:12].[OH-]. The catalyst is C(Cl)Cl. The product is [Br:1][C:2]1[CH:3]=[CH:4][C:5]([S:8]([NH2:12])(=[O:10])=[O:9])=[N:6][CH:7]=1. The yield is 0.580. (3) The product is [Cl:1][C:2]1[CH:24]=[C:23]([C:25]([F:28])([F:27])[F:26])[CH:22]=[CH:21][C:3]=1[O:4][C:5]1[CH:10]=[C:9]([O:11][CH2:12][CH2:13][O:14][CH3:15])[CH:8]=[CH:7][C:6]=1/[CH:16]=[CH:17]/[C:18]([NH:49][S:46]([CH2:41][CH2:42][CH2:43][CH2:44][CH3:45])(=[O:48])=[O:47])=[O:19]. The yield is 0.300. The catalyst is C(#N)C.CN(C)C1C=CN=CC=1. The reactants are [Cl:1][C:2]1[CH:24]=[C:23]([C:25]([F:28])([F:27])[F:26])[CH:22]=[CH:21][C:3]=1[O:4][C:5]1[CH:10]=[C:9]([O:11][CH2:12][CH2:13][O:14][CH3:15])[CH:8]=[CH:7][C:6]=1/[CH:16]=[CH:17]/[C:18](O)=[O:19].Cl.C(N=C=NCCCN(C)C)C.[CH2:41]([S:46]([NH2:49])(=[O:48])=[O:47])[CH2:42][CH2:43][CH2:44][CH3:45].O. (4) The reactants are [Cl:1][C:2]1[CH:3]=[C:4]([C:8]2[N:13]=[C:12]([CH3:14])[C:11]([CH2:15][CH3:16])=[C:10]([NH:17][C:18]3[CH:23]=[CH:22][C:21]([CH2:24][C:25]([O:27]C)=[O:26])=[CH:20][CH:19]=3)[CH:9]=2)[CH:5]=[CH:6][CH:7]=1.O.[OH-].[Li+].C1COCC1.Cl. The catalyst is O. The product is [Cl:1][C:2]1[CH:3]=[C:4]([C:8]2[N:13]=[C:12]([CH3:14])[C:11]([CH2:15][CH3:16])=[C:10]([NH:17][C:18]3[CH:19]=[CH:20][C:21]([CH2:24][C:25]([OH:27])=[O:26])=[CH:22][CH:23]=3)[CH:9]=2)[CH:5]=[CH:6][CH:7]=1. The yield is 0.910. (5) The reactants are [C:1]1(=[O:10])[C:6]2[CH2:7][CH2:8][CH2:9][C:5]=2[CH:4]=[CH:3][NH:2]1.[H-].[Na+].[CH3:13]I. The catalyst is CN(C=O)C. The product is [CH3:13][N:2]1[CH:3]=[CH:4][C:5]2[CH2:9][CH2:8][CH2:7][C:6]=2[C:1]1=[O:10]. The yield is 0.670. (6) The reactants are CC(C)([O-])C.[K+].[Li+].CC([N-][CH:12]([CH3:14])[CH3:13])C.CCCCCCC.[CH2:22]1[CH2:26][O:25][CH2:24][CH2:23]1.C(C1C=CC=CC=1)C.[Cl:35][CH2:36][CH2:37][CH2:38]C(C1C=CC=CC=1)=O.[C:47]([O:54][CH2:55][CH3:56])(=[O:53])[C:48]([O:50]CC)=O. The catalyst is C(OCC)C. The product is [CH2:55]([O:54][C:47](=[O:53])[C:48](=[O:50])[CH:22]([C:26](=[O:25])[C:13]1[CH:12]=[CH:14][C:36]([Cl:35])=[CH:37][CH:38]=1)[CH2:23][CH3:24])[CH3:56]. The yield is 0.180. (7) The reactants are [F:1][C:2]1[CH:17]=[C:16]([CH:18]=O)[CH:15]=[CH:14][C:3]=1[O:4][C:5]1[CH:6]=[CH:7][C:8]([C:11]([NH2:13])=[O:12])=[N:9][CH:10]=1.[CH3:20][C:21]1[CH:29]=[CH:28][CH:27]=[CH:26][C:22]=1[CH2:23][CH2:24][NH2:25]. No catalyst specified. The product is [F:1][C:2]1[CH:17]=[C:16]([CH2:18][NH:25][CH2:24][CH2:23][C:22]2[CH:26]=[CH:27][CH:28]=[CH:29][C:21]=2[CH3:20])[CH:15]=[CH:14][C:3]=1[O:4][C:5]1[CH:6]=[CH:7][C:8]([C:11]([NH2:13])=[O:12])=[N:9][CH:10]=1. The yield is 0.652. (8) The reactants are [C:1]([C:5]1[CH:12]=[CH:11][C:8]([CH2:9][NH2:10])=[CH:7][CH:6]=1)([CH3:4])([CH3:3])[CH3:2].[CH3:13][C:14]1[O:18][C:17]([CH:19]([CH3:23])[CH2:20][CH:21]=O)=[CH:16][CH:15]=1.[BH4-].[Na+]. The catalyst is CO.Cl. The product is [C:1]([C:5]1[CH:6]=[CH:7][C:8]([CH2:9][NH:10][CH2:21][CH2:20][CH:19]([C:17]2[O:18][C:14]([CH3:13])=[CH:15][CH:16]=2)[CH3:23])=[CH:11][CH:12]=1)([CH3:4])([CH3:2])[CH3:3]. The yield is 0.730.